The task is: Predict the reaction yield, written as a fraction of the theoretical maximum amount of product (1.0 means a 100% yield; for example, 0.34 means a 34% yield).. This data is from Reaction yield outcomes from USPTO patents with 853,638 reactions. (1) The reactants are [Br:1]N1C(C)(C)C(=O)N(Br)C1=O.[OH:12][C:13]1[CH:18]=[C:17]([CH3:19])[N:16]([C:20]2[CH:21]=[C:22]([CH:27]=[CH:28][C:29]=2[CH3:30])[C:23]([O:25][CH3:26])=[O:24])[C:15](=[O:31])[CH:14]=1. The catalyst is C(#N)C. The product is [Br:1][C:14]1[C:15](=[O:31])[N:16]([C:20]2[CH:21]=[C:22]([CH:27]=[CH:28][C:29]=2[CH3:30])[C:23]([O:25][CH3:26])=[O:24])[C:17]([CH3:19])=[CH:18][C:13]=1[OH:12]. The yield is 0.900. (2) The reactants are [CH:1]1[C:2]([CH2:10][C@@H:11]([NH2:28])[CH2:12][C:13]([N:15]2[CH2:27][C:19]3=[N:20][N:21]=[C:22]([C:23]([F:26])([F:25])[F:24])[N:18]3[CH2:17][CH2:16]2)=[O:14])=[C:3]([F:9])[CH:4]=[C:5]([F:8])[C:6]=1[F:7].O.OP(O)(O)=O.O.[OH-].[K+]. The catalyst is CC(OC)(C)C. The product is [CH:1]1[C:2]([CH2:10][C@@H:11]([NH2:28])[CH2:12][C:13]([N:15]2[CH2:27][C:19]3=[N:20][N:21]=[C:22]([C:23]([F:26])([F:25])[F:24])[N:18]3[CH2:17][CH2:16]2)=[O:14])=[C:3]([F:9])[CH:4]=[C:5]([F:8])[C:6]=1[F:7]. The yield is 0.850. (3) The reactants are [NH2:1][C:2]1[CH:7]=[CH:6][C:5]([OH:8])=[CH:4][CH:3]=1.[CH3:9][C:10]1([CH3:18])[CH2:16][C:15](=O)[O:14][C:12](=[O:13])[CH2:11]1.C. The catalyst is C(O)C. The product is [OH:8][C:5]1[CH:6]=[CH:7][C:2]([N:1]2[C:12](=[O:13])[CH2:11][C:10]([CH3:18])([CH3:9])[CH2:16][C:15]2=[O:14])=[CH:3][CH:4]=1. The yield is 0.500. (4) The reactants are [CH2:1]([NH:4][C:5]1[C:6]2[S:14][CH:13]=[C:12]([CH:15]([CH3:17])[CH3:16])[C:7]=2[N:8]=[C:9](Cl)[N:10]=1)[CH:2]=[CH2:3].[CH2:18]([NH2:21])[CH:19]=[CH2:20].C(=O)([O-])O.[Na+]. No catalyst specified. The product is [CH2:18]([NH:21][C:9]1[N:10]=[C:5]([NH:4][CH2:1][CH:2]=[CH2:3])[C:6]2[S:14][CH:13]=[C:12]([CH:15]([CH3:17])[CH3:16])[C:7]=2[N:8]=1)[CH:19]=[CH2:20]. The yield is 0.893. (5) The reactants are [Br:1][C:2]1[N:6]([C@@H:7]2[O:24][CH2:23][C@@H:18]([O:19]C(=O)C)[C@@H:13]([O:14]C(=O)C)[C@H:8]2[O:9]C(=O)C)[C:5]2[CH:25]=[C:26]([Cl:30])[C:27]([Cl:29])=[CH:28][C:4]=2[N:3]=1.[Li+].[OH-]. The catalyst is O1CCOCC1. The product is [Br:1][C:2]1[N:6]([C@@H:7]2[O:24][CH2:23][C@@H:18]([OH:19])[C@@H:13]([OH:14])[C@H:8]2[OH:9])[C:5]2[CH:25]=[C:26]([Cl:30])[C:27]([Cl:29])=[CH:28][C:4]=2[N:3]=1. The yield is 0.750. (6) The reactants are [Cl:1][C:2]1[C:3](=[O:25])[N:4]([CH3:24])[CH:5]=[C:6]([C:9]([N:11]2[CH2:16][CH2:15][CH:14]([C:17]3[CH:22]=[CH:21][C:20]([F:23])=[CH:19][CH:18]=3)[CH2:13][CH2:12]2)=[O:10])[C:7]=1Cl.[CH2:26]([NH2:33])[C:27]1[CH:32]=[CH:31][CH:30]=[CH:29][CH:28]=1. No catalyst specified. The product is [CH2:26]([NH:33][C:7]1[C:6]([C:9]([N:11]2[CH2:16][CH2:15][CH:14]([C:17]3[CH:22]=[CH:21][C:20]([F:23])=[CH:19][CH:18]=3)[CH2:13][CH2:12]2)=[O:10])=[CH:5][N:4]([CH3:24])[C:3](=[O:25])[C:2]=1[Cl:1])[C:27]1[CH:32]=[CH:31][CH:30]=[CH:29][CH:28]=1. The yield is 0.0220. (7) The reactants are C([O:8][C:9]1[CH:14]=[CH:13][N:12]=[CH:11][C:10]=1[C:15]1([CH2:30][OH:31])[C:23]2[C:18](=[CH:19][CH:20]=[CH:21][CH:22]=2)[N:17]([CH2:24][CH2:25][CH2:26][CH2:27][CH3:28])[C:16]1=[O:29])C1C=CC=CC=1. The catalyst is CO.[Pd]. The product is [OH:31][CH2:30][C:15]1([C:10]2[CH:11]=[N:12][CH:13]=[CH:14][C:9]=2[OH:8])[C:23]2[C:18](=[CH:19][CH:20]=[CH:21][CH:22]=2)[N:17]([CH2:24][CH2:25][CH2:26][CH2:27][CH3:28])[C:16]1=[O:29]. The yield is 0.510. (8) The yield is 0.580. The product is [Cl:5][C:6]1[S:10][C:9]([C:11]([O:13][CH3:14])=[O:12])=[CH:8][C:7]=1[N+:1]([O-:4])=[O:2]. The catalyst is [Cl-].[Na+].O. The reactants are [N+:1]([O-:4])(O)=[O:2].[Cl:5][C:6]1[S:10][C:9]([C:11]([O:13][CH3:14])=[O:12])=[CH:8][CH:7]=1. (9) The reactants are C([Li])[CH2:2][CH2:3][CH3:4].C(NC(C)C)(C)C.[Cl:13][C:14]1[CH:19]=[C:18]([Cl:20])[CH:17]=[CH:16][N:15]=1.C1C[O:24][CH2:23]C1. The catalyst is CCCCCC. The product is [Cl:13][C:14]1[C:19]([CH:23]([OH:24])[CH:3]([CH3:2])[CH3:4])=[C:18]([Cl:20])[CH:17]=[CH:16][N:15]=1. The yield is 0.990. (10) The reactants are Cl[C:2]1[C:11]2[C:6](=[CH:7][CH:8]=[CH:9][C:10]=2[O:12][CH2:13][CH2:14][N:15]([CH3:19])[C:16](=[O:18])[CH3:17])[N:5]=[CH:4][N:3]=1.[Cl:20][C:21]1[CH:22]=[C:23]([CH:25]=[CH:26][C:27]=1[O:28][C:29]([CH3:37])([C:31]1[CH:36]=[CH:35][CH:34]=[CH:33][N:32]=1)[CH3:30])[NH2:24]. No catalyst specified. The product is [Cl:20][C:21]1[CH:22]=[C:23]([NH:24][C:2]2[C:11]3[C:6](=[CH:7][CH:8]=[CH:9][C:10]=3[O:12][CH2:13][CH2:14][N:15]([CH3:19])[C:16](=[O:18])[CH3:17])[N:5]=[CH:4][N:3]=2)[CH:25]=[CH:26][C:27]=1[O:28][C:29]([CH3:30])([C:31]1[CH:36]=[CH:35][CH:34]=[CH:33][N:32]=1)[CH3:37]. The yield is 0.310.